Dataset: Peptide-MHC class II binding affinity with 134,281 pairs from IEDB. Task: Regression. Given a peptide amino acid sequence and an MHC pseudo amino acid sequence, predict their binding affinity value. This is MHC class II binding data. (1) The peptide sequence is QQYTAALSPILFECL. The MHC is DRB3_0202 with pseudo-sequence DRB3_0202. The binding affinity (normalized) is 0.674. (2) The peptide sequence is YTTEGGTKTEAEDVI. The MHC is DRB1_0301 with pseudo-sequence DRB1_0301. The binding affinity (normalized) is 0.0460. (3) The peptide sequence is TRLSCDCDDKFYDCLKNS. The MHC is DRB4_0101 with pseudo-sequence DRB4_0103. The binding affinity (normalized) is 0. (4) The peptide sequence is GGSILKISNKYHTKG. The MHC is HLA-DQA10101-DQB10501 with pseudo-sequence HLA-DQA10101-DQB10501. The binding affinity (normalized) is 0.190. (5) The peptide sequence is EEDIEIIPIKEEEY. The MHC is HLA-DQA10501-DQB10301 with pseudo-sequence HLA-DQA10501-DQB10301. The binding affinity (normalized) is 0.0538.